Predict the reactants needed to synthesize the given product. From a dataset of Full USPTO retrosynthesis dataset with 1.9M reactions from patents (1976-2016). (1) The reactants are: [NH2:1][C:2]1[N:7]=[C:6]([NH:8][CH2:9][CH2:10][CH2:11][N:12]2[CH2:16][CH2:15][CH2:14][C:13]2=[O:17])[CH:5]=[C:4](Cl)[N:3]=1.[F:19][C:20]1[CH:25]=[CH:24][C:23](B(O)O)=[C:22]([CH3:29])[C:21]=1[CH3:30].C(=O)([O-])[O-].[K+].[K+]. Given the product [NH2:1][C:2]1[N:7]=[C:6]([NH:8][CH2:9][CH2:10][CH2:11][N:12]2[CH2:16][CH2:15][CH2:14][C:13]2=[O:17])[CH:5]=[C:4]([C:23]2[CH:24]=[CH:25][C:20]([F:19])=[C:21]([CH3:30])[C:22]=2[CH3:29])[N:3]=1, predict the reactants needed to synthesize it. (2) Given the product [F:46][C:18]1([F:17])[CH2:23][CH2:22][CH2:21][CH:20]([C@@H:24]2[CH2:29][C@H:28]([C:30]3[CH:31]=[CH:32][CH:33]=[CH:34][CH:35]=3)[CH2:27][CH2:26][NH:25]2)[CH2:19]1, predict the reactants needed to synthesize it. The reactants are: C(OP(CC(OCC)=O)(OCC)=O)C.[H-].[Na+].[F:17][C:18]1([F:46])[CH2:23][CH2:22][CH2:21][CH:20]([C@@H:24]2[CH2:29][C@H:28]([C:30]3[CH:35]=[CH:34][CH:33]=[CH:32][CH:31]=3)[CH2:27][CH2:26][N:25]2C(OCC2C=CC=CC=2)=O)[CH2:19]1. (3) Given the product [CH2:1]([O:9][C:10]1[C:11](=[O:22])[O:12][C:13]2[CH:20]=[CH:19][CH:18]=[C:17]([O:21][CH2:29][CH2:28][CH2:27][O:26][C:23](=[O:25])[CH3:24])[C:14]=2[C:15]=1[OH:16])[CH2:2][CH2:3][CH2:4][CH2:5][CH2:6][CH2:7][CH3:8], predict the reactants needed to synthesize it. The reactants are: [CH2:1]([O:9][C:10]1[C:11](=[O:22])[O:12][C:13]2[CH:20]=[CH:19][CH:18]=[C:17]([OH:21])[C:14]=2[C:15]=1[OH:16])[CH2:2][CH2:3][CH2:4][CH2:5][CH2:6][CH2:7][CH3:8].[C:23]([O:26][CH2:27][CH2:28][CH2:29]Br)(=[O:25])[CH3:24]. (4) Given the product [C:1]([O:5][C:6](=[O:12])[NH:7][CH2:8][C@@H:9]([O:11][CH3:14])[CH3:10])([CH3:2])([CH3:4])[CH3:3], predict the reactants needed to synthesize it. The reactants are: [C:1]([O:5][C:6](=[O:12])[NH:7][CH2:8][C@@H:9]([OH:11])[CH3:10])([CH3:4])([CH3:3])[CH3:2].I[CH3:14]. (5) The reactants are: [F:1][C:2]1[CH:7]=[CH:6][C:5]([C@:8]([NH:30][S@@](C(C)(C)C)=O)([C:16]2[CH:21]=[C:20]([O:22][C:23]([F:28])([F:27])[CH:24]([F:26])[F:25])[CH:19]=[C:18]([F:29])[CH:17]=2)[CH2:9][C:10]2[CH:15]=[CH:14][CH:13]=[CH:12][CH:11]=2)=[CH:4][C:3]=1[O:37][CH3:38].Cl. Given the product [F:1][C:2]1[CH:7]=[CH:6][C:5]([C@@:8]([C:16]2[CH:21]=[C:20]([O:22][C:23]([F:27])([F:28])[CH:24]([F:26])[F:25])[CH:19]=[C:18]([F:29])[CH:17]=2)([NH2:30])[CH2:9][C:10]2[CH:11]=[CH:12][CH:13]=[CH:14][CH:15]=2)=[CH:4][C:3]=1[O:37][CH3:38], predict the reactants needed to synthesize it. (6) Given the product [Cl:1][C:2]1[CH:7]=[C:6]([F:8])[CH:5]=[CH:4][C:3]=1[O:9][CH2:20][F:21], predict the reactants needed to synthesize it. The reactants are: [Cl:1][C:2]1[CH:7]=[C:6]([F:8])[CH:5]=[CH:4][C:3]=1[OH:9].C([O-])([O-])=O.[K+].[K+].CC#N.Br[CH2:20][F:21].